This data is from Forward reaction prediction with 1.9M reactions from USPTO patents (1976-2016). The task is: Predict the product of the given reaction. (1) Given the reactants [NH2:1][C:2]1[CH:3]=[C:4]([CH:15]=[C:16]([C:18]#[C:19][Si](C(C)C)(C(C)C)C(C)C)[CH:17]=1)[C:5]([NH:7][CH2:8][CH2:9][O:10][CH2:11][CH2:12][O:13][CH3:14])=[O:6].CCCC[N+](CCCC)(CCCC)CCCC.[F-], predict the reaction product. The product is: [NH2:1][C:2]1[CH:3]=[C:4]([CH:15]=[C:16]([C:18]#[CH:19])[CH:17]=1)[C:5]([NH:7][CH2:8][CH2:9][O:10][CH2:11][CH2:12][O:13][CH3:14])=[O:6]. (2) Given the reactants [CH2:1]([O:3][C:4]1[CH:5]=[C:6]([C:14](=O)[CH2:15][C:16](=O)[C:17]([F:20])([F:19])[F:18])[CH:7]=[CH:8][C:9]=1[C:10]([F:13])([F:12])[F:11])[CH3:2].[NH2:23][C:24]1[C:28]([C:29]2[CH:34]=[C:33]([CH3:35])[N:32]=[C:31]([CH3:36])[CH:30]=2)=[CH:27][NH:26][N:25]=1, predict the reaction product. The product is: [CH3:35][C:33]1[CH:34]=[C:29]([C:28]2[CH:27]=[N:26][N:25]3[C:16]([C:17]([F:20])([F:19])[F:18])=[CH:15][C:14]([C:6]4[CH:7]=[CH:8][C:9]([C:10]([F:13])([F:12])[F:11])=[C:4]([O:3][CH2:1][CH3:2])[CH:5]=4)=[N:23][C:24]=23)[CH:30]=[C:31]([CH3:36])[N:32]=1. (3) The product is: [Br:1][C:2]1[S:3][C:4]2[CH:10]=[C:9]([OH:11])[CH:8]=[CH:7][C:5]=2[N:6]=1. Given the reactants [Br:1][C:2]1[S:3][C:4]2[CH:10]=[C:9]([O:11]C)[CH:8]=[CH:7][C:5]=2[N:6]=1.CN(C)C1N=CC(C2SC3C=C(O)C=CC=3N=2)=CN=1.B(Br)(Br)Br, predict the reaction product. (4) Given the reactants [N:1]12[CH2:8][CH2:7][CH:4]([CH2:5][CH2:6]1)[C@@H:3]([O:9][C:10](=[O:25])[C:11]([OH:24])([C:18]1[CH:23]=[CH:22][CH:21]=[CH:20][CH:19]=1)[C:12]1[CH:17]=[CH:16][CH:15]=[CH:14][CH:13]=1)[CH2:2]2.[C:26]([NH:33][CH2:34][CH2:35][CH2:36][Br:37])([O:28][C:29]([CH3:32])([CH3:31])[CH3:30])=[O:27], predict the reaction product. The product is: [Br-:37].[C:29]([O:28][C:26]([NH:33][CH2:34][CH2:35][CH2:36][N+:1]12[CH2:6][CH2:5][CH:4]([CH2:7][CH2:8]1)[C@@H:3]([O:9][C:10](=[O:25])[C:11]([OH:24])([C:12]1[CH:17]=[CH:16][CH:15]=[CH:14][CH:13]=1)[C:18]1[CH:23]=[CH:22][CH:21]=[CH:20][CH:19]=1)[CH2:2]2)=[O:27])([CH3:32])([CH3:31])[CH3:30]. (5) Given the reactants [C:1](Cl)(Cl)=[S:2].[CH3:5][N:6]([CH3:15])[C:7]1[CH:12]=[CH:11][C:10]([NH2:13])=[C:9]([CH3:14])[N:8]=1, predict the reaction product. The product is: [N:13]([C:10]1[CH:11]=[CH:12][C:7]([N:6]([CH3:5])[CH3:15])=[N:8][C:9]=1[CH3:14])=[C:1]=[S:2]. (6) Given the reactants C([Mg]Cl)(C)C.[Br:6][C:7]1[C:8]([F:14])=[N:9][CH:10]=[CH:11][C:12]=1I.[CH:15]1([CH2:18][NH:19][C:20]2[C:25](I)=[CH:24][N:23]=[C:22]([NH2:27])[N:21]=2)[CH2:17][CH2:16]1, predict the reaction product. The product is: [Br:6][C:7]1[C:8]([F:14])=[N:9][CH:10]=[CH:11][C:12]=1[C:25]1[C:20]([NH:19][CH2:18][CH:15]2[CH2:16][CH2:17]2)=[N:21][C:22]([NH2:27])=[N:23][CH:24]=1.